From a dataset of Experimentally validated miRNA-target interactions with 360,000+ pairs, plus equal number of negative samples. Binary Classification. Given a miRNA mature sequence and a target amino acid sequence, predict their likelihood of interaction. (1) The miRNA is hsa-miR-4693-3p with sequence UGAGAGUGGAAUUCACAGUAUUU. The protein sequence of the target gene is MDVTVSELLELFLQSPLVTWVKTFGPFGSGSQDNLTMYMDLVDGIFLNQIMLQIDPRPTNQRINKHVNNDVNLRIQNLTILVRNIKTYYQEVLQQLIVMNLPNVLMIGRDPLSGKSMEEIKKVLLLVLGCAVQCERKEEFIERIKQLDIETQAGIVAHIQEVTHNQENVFDLQWLELPDVAPEELEALSRSMVLHLRRLIDQRDECTELIVDLTQERDYLQAQHPPSPIKSSSADSTPSPTSSLSSEDKQHLAVELADTKARLRRVRQELEDKTEQLVDTRHEVDQLVLELQKVKQENIQ.... Result: 1 (interaction). (2) The miRNA is hsa-miR-1226-5p with sequence GUGAGGGCAUGCAGGCCUGGAUGGGG. The protein sequence of the target gene is MPMISVLGKMFLWQREGPGGRWTCQTSRRVSSDPAWAVEWIELPRGLSLSSLGSARTLRGWSRSSRPSSVDSQDLPEVNVGDTVAMLPKSRRALTIQEIAALARSSLHGISQVVKDHVTKPTAMAQGRVAHLIEWKGWSKPSDSPAALESAFSSYSDLSEGEQEARFAAGVAEQFAIAEAKLRAWSSVDGEDSTDDSYDEDFAGGMDTDMAGQLPLGPHLQDLFTGHRFSRPVRQGSVEPESDCSQTVSPDTLCSSLCSLEDGLLGSPARLASQLLGDELLLAKLPPSRESAFRSLGPLE.... Result: 0 (no interaction). (3) The miRNA is hsa-miR-548u with sequence CAAAGACUGCAAUUACUUUUGCG. The protein sequence of the target gene is MQKSTNSDTSVETLNSTRQGTGAVQMRIKNANSHHDRLSQSKSMILTDVGKVTEPISRHRRNHSQHILKDVIPPLEQLMVEKEGYLQKAKIADGGKKLRKNWSTSWIVLSSRRIEFYKESKQQALSNMKTGHKPESVDLCGAHIEWAKEKSSRKNVFQITTVSGNEFLLQSDIDFIILDWFHAIKNAIDRLPKDSSCPSRNLELFKIQRSSSTELLSHYDSDIKEQKPEHRKSLMFRLHHSASDTSDKNRVKSRLKKFITRRPSLKTLQEKGLIKDQIFGSHLHKVCERENSTVPWFVKQ.... Result: 1 (interaction). (4) The miRNA is hsa-miR-15a-5p with sequence UAGCAGCACAUAAUGGUUUGUG. The protein sequence of the target gene is MSDTRRRVKVYTLNEDRQWDDRGTGHVSSTYVEELKGMSLLVRAESDGSLLLESKINPNTAYQKQQDTLIVWSEAENYDLALSFQEKAGCDEIWEKICQVQGKDPSVEVTQDLIDESEEERFEEMPETSHLIDLPTCELNKLEEIADLVTSVLSSPIRREKLALALENEGYIKKLLQLFQACENLENTEGLHHLYEIIRGILFLNKATLFEVMFSDECIMDVVGCLEYDPALAQPKRHREFLTKTAKFKEVIPITDSELRQKIHQTYRVQYIQDIILPTPSVFEENFLSTLTSFIFFNKV.... Result: 0 (no interaction). (5) The miRNA is hsa-miR-6785-5p with sequence UGGGAGGGCGUGGAUGAUGGUG. The protein sequence of the target gene is MVHCAGCKRPILDRFLLNVLDRAWHVKCVQCCECKCNLTEKCFSREGKLYCKNDFFRCFGTKCAGCAQGISPSDLVRRARSKVFHLNCFTCMMCNKQLSTGEELYIIDENKFVCKEDYLSNSSVAKENSLHSATTGSDPSLSPDSQDPSQDDAKDSESANVSDKEAGSNENDDQNLGAKRRGPRTTIKAKQLETLKAAFAATPKPTRHIREQLAQETGLNMRVIQVWFQNRRSKERRMKQLSALGARRHAFFRSPRRMRPLVDRLEPGELIPNGPFSFYGDYQSEYYGPGGNYDFFPQGP.... Result: 0 (no interaction). (6) The miRNA is hsa-miR-6777-3p with sequence UCCACUCUCCUGGCCCCCAG. The protein sequence of the target gene is MEMTSTSLKRGCLVVEDNDSVTPHDETKKQKVSEGCLTSSQDGVENDGLHRSENEPGPPEAESTVKDDENSSAQVQEEEEEEEEEDGLSEAGEEEEAESFADMMKHGLTELDVGICKFVSSHHGFSGILKERYSDFVVHEIGKDGRISHLDDLSVPVDEEDPPEDALTVLTAEDRQQLEELQLFKNKETSVAIEVIEDTKEKRTVIHQAIKSLFPGLETKTEDREGRKYIVAYHAAGKKALANPRKHSWPKSRGSYCHFVLYKENKDTMDAINVLSKYLRVKPNIFSYMGTKDKRAITVQ.... Result: 0 (no interaction). (7) The miRNA is rno-miR-434-3p with sequence UUUGAACCAUCACUCGACUCCU. The protein sequence of the target gene is MSRVRRLLLGYLFPALLLHGLGEGSALLHPDSRSHPRSLEKSAWRAFKESQCHHMLKHLHNGARITVQMPPTIEGHWVSTGCEVRSGPEFMTRSYRFYNNNTFKAYQFYYGSNRCTNPTYTLIIRGKIRLRQASWIIRGGTEADYQLHGVQVICHTEAVAEQLSRLVNRTCPGFLAPGGPWVQDVAYDLWQEESNHECTKAVNFAMHELQLIRVEKQYPHHSLDHLVEELFLGDIHTDATQRVFYRPSSYQPPLQNAKNHNHACIACRIIFRSDEHHPPILPPKADLTIGLHGEWVSQRC.... Result: 0 (no interaction).